Predict the reactants needed to synthesize the given product. From a dataset of Full USPTO retrosynthesis dataset with 1.9M reactions from patents (1976-2016). (1) Given the product [C:6]([C:5]1[CH:8]=[CH:9][C:2]([N:70]2[C:71]3[CH:59]=[CH:60][CH:61]=[C:62]([C:72]4[CH:73]=[CH:74][C:75]([NH:78][C:79](=[O:85])[O:80][C:81]([CH3:83])([CH3:82])[CH3:84])=[N:76][CH:77]=4)[C:63]=3[C:64]3[C:69]2=[CH:68][CH:67]=[CH:66][CH:65]=3)=[CH:3][C:4]=1[F:10])#[N:7], predict the reactants needed to synthesize it. The reactants are: Br[C:2]1[CH:9]=[CH:8][C:5]([C:6]#[N:7])=[C:4]([F:10])[CH:3]=1.C(=O)([O-])[O-].[Cs+].[Cs+].CC1(C)C2C=CC=C(P(C3C=CC=CC=3)C3C=CC=CC=3)C=2OC2C1=CC=CC=2P(C1C=CC=CC=1)C1C=CC=CC=1.[CH:59]1[C:71]2[NH:70][C:69]3[C:64](=[CH:65][CH:66]=[CH:67][CH:68]=3)[C:63]=2[C:62]([C:72]2[CH:73]=[CH:74][C:75]([NH:78][C:79](=[O:85])[O:80][C:81]([CH3:84])([CH3:83])[CH3:82])=[N:76][CH:77]=2)=[CH:61][CH:60]=1. (2) Given the product [Br:16][C:17]1[CH:18]=[CH:19][C:20]([C@@H:23]([N:25]2[CH2:2][CH2:3][C@:4]([CH2:5][C:6]([CH3:8])=[CH2:7])([C:10]3[CH:15]=[CH:14][CH:13]=[CH:12][CH:11]=3)[O:9][C:26]2=[O:27])[CH3:24])=[CH:21][CH:22]=1, predict the reactants needed to synthesize it. The reactants are: Cl[CH2:2][CH2:3][C:4]([C:10]1[CH:15]=[CH:14][CH:13]=[CH:12][CH:11]=1)([OH:9])[CH2:5][C:6]([CH3:8])=[CH2:7].[Br:16][C:17]1[CH:22]=[CH:21][C:20]([C@@H:23]([N:25]=[C:26]=[O:27])[CH3:24])=[CH:19][CH:18]=1.C1CCN2C(=NCCC2)CC1. (3) The reactants are: [CH3:1][O:2][C:3]([C:5]1[CH:6]=[C:7]([C:14]2[CH:19]=[CH:18][C:17]([CH3:20])=[CH:16][CH:15]=2)[CH:8]=[C:9]([N+:11]([O-])=O)[CH:10]=1)=[O:4].Cl[Sn]Cl. Given the product [CH3:1][O:2][C:3]([C:5]1[CH:6]=[C:7]([C:14]2[CH:19]=[CH:18][C:17]([CH3:20])=[CH:16][CH:15]=2)[CH:8]=[C:9]([NH2:11])[CH:10]=1)=[O:4], predict the reactants needed to synthesize it.